Predict the reactants needed to synthesize the given product. From a dataset of Full USPTO retrosynthesis dataset with 1.9M reactions from patents (1976-2016). Given the product [NH2:1][C:2]1[C:12]([Cl:13])=[C:11]([CH2:14][N:31]2[CH2:32][CH2:33][C@@H:29]([N:21]([CH3:20])[C:22]([O:23][C:24]([CH3:26])([CH3:25])[CH3:27])=[O:28])[CH2:30]2)[C:10]([C:16]([F:19])([F:18])[F:17])=[CH:9][C:3]=1[C:4]([O:6][CH2:7][CH3:8])=[O:5], predict the reactants needed to synthesize it. The reactants are: [NH2:1][C:2]1[C:12]([Cl:13])=[C:11]([CH:14]=O)[C:10]([C:16]([F:19])([F:18])[F:17])=[CH:9][C:3]=1[C:4]([O:6][CH2:7][CH3:8])=[O:5].[CH3:20][N:21]([C@@H:29]1[CH2:33][CH2:32][NH:31][CH2:30]1)[C:22](=[O:28])[O:23][C:24]([CH3:27])([CH3:26])[CH3:25].